This data is from Forward reaction prediction with 1.9M reactions from USPTO patents (1976-2016). The task is: Predict the product of the given reaction. (1) Given the reactants [CH3:1][C:2]1[CH:7]=[CH:6][N:5]=[C:4]([NH2:8])[CH:3]=1.[CH:9]([C:11]1[CH:20]=[CH:19][C:14]([C:15]([NH:17][CH3:18])=[O:16])=[CH:13][C:12]=1[CH3:21])=O.[C:22]([C@H:24]1[O:29][CH2:28][CH2:27][N:26]([C:30]([O:32][C:33]([CH3:36])([CH3:35])[CH3:34])=[O:31])[CH2:25]1)#[CH:23], predict the reaction product. The product is: [CH3:1][C:2]1[CH:7]=[CH:6][N:5]2[C:23]([CH2:22][C@H:24]3[O:29][CH2:28][CH2:27][N:26]([C:30]([O:32][C:33]([CH3:34])([CH3:36])[CH3:35])=[O:31])[CH2:25]3)=[C:9]([C:11]3[CH:20]=[CH:19][C:14]([C:15](=[O:16])[NH:17][CH3:18])=[CH:13][C:12]=3[CH3:21])[N:8]=[C:4]2[CH:3]=1. (2) The product is: [CH2:18]([C:10]1([C:13]([O:15][CH2:16][CH3:17])=[O:14])[CH2:11][CH2:12][N:7]([C:5]2[S:4][N:3]=[C:2]([C:38]3[CH:39]=[C:40]([C:41]4[CH:46]=[CH:45][CH:44]=[CH:43][N:42]=4)[C:34]4[S:33][C:32]([NH:31][C:29](=[O:30])[NH:28][CH2:26][CH3:27])=[N:36][C:35]=4[CH:37]=3)[N:6]=2)[CH2:8][CH2:9]1)[CH3:19]. Given the reactants Cl[C:2]1[N:6]=[C:5]([N:7]2[CH2:12][CH2:11][C:10]([CH2:18][CH3:19])([C:13]([O:15][CH2:16][CH3:17])=[O:14])[CH2:9][CH2:8]2)[S:4][N:3]=1.C(=O)([O-])[O-].[Cs+].[Cs+].[CH2:26]([NH:28][C:29]([NH:31][C:32]1[S:33][C:34]2[C:40]([C:41]3[CH:46]=[CH:45][CH:44]=[CH:43][N:42]=3)=[CH:39][C:38](B(O)O)=[CH:37][C:35]=2[N:36]=1)=[O:30])[CH3:27], predict the reaction product. (3) Given the reactants [Cl:1][C:2]1[C:3]2[N:4]([C:8]([C@H:11]3[CH2:16][CH2:15][C@H:14]([CH2:17][NH:18][C:19](=[O:28])[O:20][CH2:21][C:22]4[CH:27]=[CH:26][CH:25]=[CH:24][CH:23]=4)[CH2:13][CH2:12]3)=[N:9][CH:10]=2)[CH:5]=[CH:6][N:7]=1.C1C(=O)N([I:36])C(=O)C1, predict the reaction product. The product is: [Cl:1][C:2]1[C:3]2[N:4]([C:8]([C@H:11]3[CH2:12][CH2:13][C@H:14]([CH2:17][NH:18][C:19](=[O:28])[O:20][CH2:21][C:22]4[CH:23]=[CH:24][CH:25]=[CH:26][CH:27]=4)[CH2:15][CH2:16]3)=[N:9][C:10]=2[I:36])[CH:5]=[CH:6][N:7]=1. (4) The product is: [CH3:43][N:38]([S:39]([CH3:42])(=[O:41])=[O:40])[C:33]1[C:32]([CH2:31][NH:30][C:2]2[C:7]([C:8]([F:11])([F:10])[F:9])=[CH:6][N:5]=[C:4]([NH:12][C:13]3[CH:14]=[C:15]([CH:23]=[CH:24][CH:25]=3)[C:16]([O:18][C:19]([CH3:22])([CH3:21])[CH3:20])=[O:17])[N:3]=2)=[CH:37][CH:36]=[CH:35][N:34]=1. Given the reactants Cl[C:2]1[C:7]([C:8]([F:11])([F:10])[F:9])=[CH:6][N:5]=[C:4]([NH:12][C:13]2[CH:14]=[C:15]([CH:23]=[CH:24][CH:25]=2)[C:16]([O:18][C:19]([CH3:22])([CH3:21])[CH3:20])=[O:17])[N:3]=1.C(O)(=O)C.[NH2:30][CH2:31][C:32]1[C:33]([N:38]([CH3:43])[S:39]([CH3:42])(=[O:41])=[O:40])=[N:34][CH:35]=[CH:36][CH:37]=1, predict the reaction product. (5) Given the reactants [NH2:1][C:2]1[CH:7]=[CH:6][C:5]([C:8]2[O:12][C:11]([C@H:13]([NH:24][C:25]3[CH:32]=[CH:31][C:28]([C:29]#[N:30])=[C:27]([Cl:33])[C:26]=3[CH3:34])[C@H:14]([O:16][Si:17]([C:20]([CH3:23])([CH3:22])[CH3:21])([CH3:19])[CH3:18])[CH3:15])=[N:10][N:9]=2)=[CH:4][CH:3]=1.[C:35](Cl)(=[O:42])[C:36]1[CH:41]=[CH:40][CH:39]=[CH:38][CH:37]=1, predict the reaction product. The product is: [Si:17]([O:16][C@H:14]([CH3:15])[C@H:13]([C:11]1[O:12][C:8]([C:5]2[CH:4]=[CH:3][C:2]([NH:1][C:35](=[O:42])[C:36]3[CH:41]=[CH:40][CH:39]=[CH:38][CH:37]=3)=[CH:7][CH:6]=2)=[N:9][N:10]=1)[NH:24][C:25]1[CH:32]=[CH:31][C:28]([C:29]#[N:30])=[C:27]([Cl:33])[C:26]=1[CH3:34])([C:20]([CH3:22])([CH3:23])[CH3:21])([CH3:19])[CH3:18]. (6) The product is: [F:27][C:26]1[CH:25]=[CH:24][CH:23]=[C:22]([F:28])[C:21]=1[CH:19]1[O:18][N:17]=[C:16]([C:14]2[N:15]=[C:11]([N:9]3[CH2:8][CH2:7][N:6]([C:29](=[O:41])[CH2:30][N:31]4[C:35]([CH3:36])=[CH:34][C:33]([C:37]([F:39])([F:40])[F:38])=[N:32]4)[CH:5]([C:3]([OH:4])=[O:2])[CH2:10]3)[S:12][CH:13]=2)[CH2:20]1. Given the reactants C[O:2][C:3]([CH:5]1[CH2:10][N:9]([C:11]2[S:12][CH:13]=[C:14]([C:16]3[CH2:20][CH:19]([C:21]4[C:26]([F:27])=[CH:25][CH:24]=[CH:23][C:22]=4[F:28])[O:18][N:17]=3)[N:15]=2)[CH2:8][CH2:7][N:6]1[C:29](=[O:41])[CH2:30][N:31]1[C:35]([CH3:36])=[CH:34][C:33]([C:37]([F:40])([F:39])[F:38])=[N:32]1)=[O:4].[OH-].[Na+], predict the reaction product.